This data is from Peptide-MHC class I binding affinity with 185,985 pairs from IEDB/IMGT. The task is: Regression. Given a peptide amino acid sequence and an MHC pseudo amino acid sequence, predict their binding affinity value. This is MHC class I binding data. (1) The peptide sequence is GLKISLCGI. The MHC is HLA-A69:01 with pseudo-sequence HLA-A69:01. The binding affinity (normalized) is 0.0847. (2) The peptide sequence is PVDEYITTY. The MHC is HLA-B15:01 with pseudo-sequence HLA-B15:01. The binding affinity (normalized) is 0.0847. (3) The peptide sequence is NLFDWMHFL. The MHC is HLA-A02:03 with pseudo-sequence HLA-A02:03. The binding affinity (normalized) is 1.00.